From a dataset of Peptide-MHC class II binding affinity with 134,281 pairs from IEDB. Regression. Given a peptide amino acid sequence and an MHC pseudo amino acid sequence, predict their binding affinity value. This is MHC class II binding data. (1) The peptide sequence is EYIMKGVYINTALLN. The MHC is DRB5_0101 with pseudo-sequence DRB5_0101. The binding affinity (normalized) is 0.411. (2) The peptide sequence is KIGDDATLSCNRN. The MHC is DRB5_0101 with pseudo-sequence DRB5_0101. The binding affinity (normalized) is 0.0693. (3) The peptide sequence is VMAYVGIKLGDKG. The MHC is HLA-DPA10201-DPB10501 with pseudo-sequence HLA-DPA10201-DPB10501. The binding affinity (normalized) is 0.149. (4) The peptide sequence is YDKFLANVSTVVTGK. The MHC is DRB1_0404 with pseudo-sequence DRB1_0404. The binding affinity (normalized) is 0.596. (5) The peptide sequence is EPFLKTTPRPLRLPD. The binding affinity (normalized) is 0.414. The MHC is DRB1_1501 with pseudo-sequence DRB1_1501. (6) The peptide sequence is WNFAGIEAAASAIQG. The MHC is DRB4_0101 with pseudo-sequence DRB4_0103. The binding affinity (normalized) is 0.337. (7) The peptide sequence is DDIKATYDKGILTVS. The MHC is DRB1_1201 with pseudo-sequence DRB1_1201. The binding affinity (normalized) is 0.239.